This data is from CYP2D6 inhibition data for predicting drug metabolism from PubChem BioAssay. The task is: Regression/Classification. Given a drug SMILES string, predict its absorption, distribution, metabolism, or excretion properties. Task type varies by dataset: regression for continuous measurements (e.g., permeability, clearance, half-life) or binary classification for categorical outcomes (e.g., BBB penetration, CYP inhibition). Dataset: cyp2d6_veith. (1) The compound is CN(C)C(=O)c1ccc(-c2nc(Nc3ccccc3)c3ccccc3n2)cc1. The result is 0 (non-inhibitor). (2) The result is 0 (non-inhibitor). The molecule is COc1ccc2sc3c(=O)[nH]c4ccccc4c3c2c1. (3) The molecule is CC(C)(C)C(=O)N1CCN(c2ccc([N+](=O)[O-])c(NCC3CCCO3)c2)CC1. The result is 0 (non-inhibitor). (4) The molecule is Cc1ccccc1-c1ccc2ncnc(N3CCNCC3)c2c1. The result is 0 (non-inhibitor). (5) The compound is COc1ccc(Oc2ncc3nc(-c4cccc(C#N)c4)c(=O)n(CCC#N)c3n2)cc1. The result is 0 (non-inhibitor). (6) The compound is O=C(c1cc2nc(-c3ccco3)cc(C(F)(F)F)n2n1)N1CCc2ccccc2C1. The result is 0 (non-inhibitor). (7) The drug is NS(=O)(=O)c1cccc2c1c([N+](=O)[O-])cc1nc([O-])c([O-])nc12.[Na+].[Na+]. The result is 0 (non-inhibitor).